From a dataset of Forward reaction prediction with 1.9M reactions from USPTO patents (1976-2016). Predict the product of the given reaction. (1) Given the reactants C(C1C=C(NC(=O)C2C=CC(C3CCNCC3)=CC=2)C=CC=1)(C)(C)C.Cl[C:27]1[CH:35]=[CH:34][C:30]([C:31]([OH:33])=[O:32])=[CH:29][N:28]=1.[C:36]([C:40]1[CH:41]=[C:42]([NH:46][C:47]([C:49]2[CH:54]=[CH:53][C:52]([N:55]3[CH2:60][CH2:59][N:58](C4C=CC(C(O)=O)=CC=4)[CH2:57][CH2:56]3)=[C:51](F)[CH:50]=2)=[O:48])[CH:43]=[CH:44][CH:45]=1)([CH3:39])([CH3:38])[CH3:37], predict the reaction product. The product is: [C:36]([C:40]1[CH:41]=[C:42]([NH:46][C:47]([C:49]2[CH:54]=[CH:53][C:52]([N:55]3[CH2:60][CH2:59][N:58]([C:27]4[CH:35]=[CH:34][C:30]([C:31]([OH:33])=[O:32])=[CH:29][N:28]=4)[CH2:57][CH2:56]3)=[CH:51][CH:50]=2)=[O:48])[CH:43]=[CH:44][CH:45]=1)([CH3:39])([CH3:37])[CH3:38]. (2) Given the reactants [OH:1][C:2]1[C:3](=[O:20])[C:4]([C:9]2[N:13]([C:14]3[CH:19]=[CH:18][CH:17]=[CH:16][CH:15]=3)[N:12]=[CH:11][CH:10]=2)=[N:5][N:6]([CH3:8])[CH:7]=1.Cl[CH2:22][CH2:23][N:24]1[C:28]2=[N:29][C:30]3[CH:35]=[CH:34][CH:33]=[CH:32][C:31]=3[N:27]2[CH2:26][CH2:25]1.C(=O)([O-])[O-].[Cs+].[Cs+].[I-].[Na+], predict the reaction product. The product is: [N:24]1([CH2:23][CH2:22][O:1][C:2]2[C:3](=[O:20])[C:4]([C:9]3[N:13]([C:14]4[CH:19]=[CH:18][CH:17]=[CH:16][CH:15]=4)[N:12]=[CH:11][CH:10]=3)=[N:5][N:6]([CH3:8])[CH:7]=2)[C:28]2=[N:29][C:30]3[CH:35]=[CH:34][CH:33]=[CH:32][C:31]=3[N:27]2[CH2:26][CH2:25]1. (3) Given the reactants [H-].[Na+].F[C:4]1[CH:5]=[C:6]([C:10]2[C:14]([CH2:15][OH:16])=[C:13]([CH3:17])[O:12][N:11]=2)[CH:7]=[CH:8][CH:9]=1.Cl[C:19]1[CH:28]=[CH:27][C:22]([C:23]([O:25][CH3:26])=[O:24])=[CH:21][N:20]=1.[Cl-:29].[Na+], predict the reaction product. The product is: [CH3:26][O:25][C:23](=[O:24])[C:22]1[CH:27]=[CH:28][C:19]([O:16][CH2:15][C:14]2[C:10]([C:6]3[CH:7]=[CH:8][C:9]([Cl:29])=[CH:4][CH:5]=3)=[N:11][O:12][C:13]=2[CH3:17])=[N:20][CH:21]=1. (4) Given the reactants [O:1]=[C:2]1[CH2:7][S:6][C:5]2[CH:8]=[CH:9][C:10]([CH2:12][C:13]([O:15]C)=[O:14])=[CH:11][C:4]=2[NH:3]1.O[Li].O.Cl, predict the reaction product. The product is: [O:1]=[C:2]1[CH2:7][S:6][C:5]2[CH:8]=[CH:9][C:10]([CH2:12][C:13]([OH:15])=[O:14])=[CH:11][C:4]=2[NH:3]1.